From a dataset of Full USPTO retrosynthesis dataset with 1.9M reactions from patents (1976-2016). Predict the reactants needed to synthesize the given product. (1) Given the product [C:9]([Si:6]([CH3:8])([CH3:7])[O:5][CH2:4][C:3]1[CH:13]=[C:14]([O:17][CH3:18])[CH:15]=[CH:16][C:2]=1[CH:19]=[CH2:20])([CH3:12])([CH3:11])[CH3:10], predict the reactants needed to synthesize it. The reactants are: Br[C:2]1[CH:16]=[CH:15][C:14]([O:17][CH3:18])=[CH:13][C:3]=1[CH2:4][O:5][Si:6]([C:9]([CH3:12])([CH3:11])[CH3:10])([CH3:8])[CH3:7].[CH2:19](C([Sn])=C(CCCC)CCCC)[CH2:20]CC. (2) Given the product [Cl:1][C:2]1[N:7]=[CH:6][N:5]=[C:4]([O:8][C:9]2[CH:15]=[CH:14][C:12]([NH:13][C:24]([NH:23][C:20]3[CH:21]=[CH:22][C:17]([Cl:16])=[C:18]([C:26]([F:28])([F:27])[F:29])[CH:19]=3)=[O:25])=[CH:11][CH:10]=2)[CH:3]=1, predict the reactants needed to synthesize it. The reactants are: [Cl:1][C:2]1[N:7]=[CH:6][N:5]=[C:4]([O:8][C:9]2[CH:15]=[CH:14][C:12]([NH2:13])=[CH:11][CH:10]=2)[CH:3]=1.[Cl:16][C:17]1[CH:22]=[CH:21][C:20]([N:23]=[C:24]=[O:25])=[CH:19][C:18]=1[C:26]([F:29])([F:28])[F:27]. (3) Given the product [NH3:5].[CH3:17][O:19][C:3]1[CH:8]=[C:7]([NH:14][CH2:13][CH2:12][NH2:15])[CH:6]=[N:5][CH:4]=1, predict the reactants needed to synthesize it. The reactants are: [Na].Cl[C:3]1[CH:4]=[N:5][CH:6]=[C:7](Cl)[CH:8]=1.[OH-].[Na+].[CH2:12]([NH2:15])[CH2:13][NH2:14].C[C:17](C)([O-:19])C.[K+]. (4) Given the product [CH3:1][N:2]1[C:6]([CH3:7])=[CH:5][C:4]([C:8]#[N:10])=[N:3]1, predict the reactants needed to synthesize it. The reactants are: [CH3:1][N:2]1[C:6]([CH3:7])=[CH:5][C:4]([C:8]([NH2:10])=O)=[N:3]1. (5) Given the product [Cl:14][C:9]1[CH:10]=[CH:11][CH:12]=[C:13]2[C:8]=1[C:7]([C:15]([NH:17][CH2:18][C:19]1([OH:27])[CH2:24][CH2:23][C:22]([F:25])([F:26])[CH2:21][CH2:20]1)=[O:16])=[CH:6][N:5]2[CH:3]1[CH2:4][N:1]([CH3:32])[CH2:2]1, predict the reactants needed to synthesize it. The reactants are: [NH:1]1[CH2:4][CH:3]([N:5]2[C:13]3[C:8](=[C:9]([Cl:14])[CH:10]=[CH:11][CH:12]=3)[C:7]([C:15]([NH:17][CH2:18][C:19]3([OH:27])[CH2:24][CH2:23][C:22]([F:26])([F:25])[CH2:21][CH2:20]3)=[O:16])=[CH:6]2)[CH2:2]1.C=O.[BH-](OC(C)=O)(OC(C)=O)O[C:32](C)=O.[Na+]. (6) Given the product [Br:28][CH2:29][C:30](=[O:31])[NH:6][CH2:7][CH2:8][O:9][CH2:10][CH2:11][O:12][CH2:13][CH2:14][O:15][CH2:16][CH2:17][NH:18][C:19](=[O:27])[CH2:20][CH2:21][CH2:22][CH2:23][C:24]([OH:26])=[O:25], predict the reactants needed to synthesize it. The reactants are: CN(C)C=O.[NH2:6][CH2:7][CH2:8][O:9][CH2:10][CH2:11][O:12][CH2:13][CH2:14][O:15][CH2:16][CH2:17][NH:18][C:19](=[O:27])[CH2:20][CH2:21][CH2:22][CH2:23][C:24]([OH:26])=[O:25].[Br:28][CH2:29][C:30](Br)=[O:31].C(N(CC)C(C)C)(C)C. (7) Given the product [NH2:14][C:11]1[CH:10]=[CH:9][C:8]([CH2:7][C@@H:6]([C:17]([OH:19])=[O:18])[NH:5][C:3]([O:2][CH3:1])=[O:4])=[CH:13][CH:12]=1, predict the reactants needed to synthesize it. The reactants are: [CH3:1][O:2][C:3]([NH:5][C@H:6]([C:17]([OH:19])=[O:18])[CH2:7][C:8]1[CH:13]=[CH:12][C:11]([N+:14]([O-])=O)=[CH:10][CH:9]=1)=[O:4]. (8) Given the product [Cl:10][C:5]1[CH:4]=[C:3]([NH:2][C:21]2[C:20](=[O:23])[CH:19]=[C:18]([N:13]([CH2:14][CH2:15][OH:24])[CH3:12])[C:17](=[O:16])[CH:22]=2)[CH:8]=[CH:7][C:6]=1[OH:9], predict the reactants needed to synthesize it. The reactants are: Cl.[NH2:2][C:3]1[CH:8]=[CH:7][C:6]([OH:9])=[C:5]([Cl:10])[CH:4]=1.Br.[CH3:12][N:13]1[C:18]2[CH:19]=[C:20]([OH:23])[CH:21]=[CH:22][C:17]=2[O:16][CH2:15][CH2:14]1.[OH:24]O. (9) Given the product [CH2:1]([O:3][C:4](=[O:24])[CH2:5][O:6][C:7]1[CH:12]=[CH:11][C:10]([NH:13][CH3:14])=[CH:9][C:8]=1[O:22][CH3:23])[CH3:2], predict the reactants needed to synthesize it. The reactants are: [CH2:1]([O:3][C:4](=[O:24])[CH2:5][O:6][C:7]1[CH:12]=[CH:11][C:10]([N:13](C(OC(C)(C)C)=O)[CH3:14])=[CH:9][C:8]=1[O:22][CH3:23])[CH3:2].COC(=O)COC1C=CC(N(C(OC(C)(C)C)=O)C)=CC=1OC.C(O)(C(F)(F)F)=O. (10) Given the product [CH3:1][O:2][CH2:3][CH:4]1[CH2:8][CH2:7][C:6](=[O:9])[CH:5]1[CH2:10][CH2:11][CH2:12][CH2:13][CH3:14], predict the reactants needed to synthesize it. The reactants are: [CH3:1][O:2][CH2:3][C:4]1[CH2:8][CH2:7][C:6](=[O:9])[C:5]=1[CH2:10][CH2:11][CH2:12][CH2:13][CH3:14].